From a dataset of Catalyst prediction with 721,799 reactions and 888 catalyst types from USPTO. Predict which catalyst facilitates the given reaction. (1) Reactant: [N:1]1([CH2:6][C:7]2[S:11][C:10]([C:12]([O:14]CC)=[O:13])=[N:9][CH:8]=2)[CH:5]=[CH:4][N:3]=[CH:2]1.[Li+].[OH-].Cl. Product: [N:1]1([CH2:6][C:7]2[S:11][C:10]([C:12]([OH:14])=[O:13])=[N:9][CH:8]=2)[CH:5]=[CH:4][N:3]=[CH:2]1. The catalyst class is: 36. (2) Reactant: S(C1C=CC(C)=CC=1)(O[CH2:5][CH2:6][C:7]1[CH:12]=[CH:11][C:10]([N:13]([CH3:15])[CH3:14])=[CH:9][CH:8]=1)(=O)=O.C(=O)([O-])[O-].[Na+].[Na+].[I-].[Na+].[OH:31][C@@H:32]1[CH2:36][CH2:35][NH:34][CH2:33]1. Product: [CH3:15][N:13]([CH3:14])[C:10]1[CH:9]=[CH:8][C:7]([CH2:6][CH2:5][N:34]2[CH2:35][CH2:36][C@@H:32]([OH:31])[CH2:33]2)=[CH:12][CH:11]=1. The catalyst class is: 10. (3) Reactant: [N+:1]([O-:4])([OH:3])=[O:2].[F:5][C:6]([F:19])([F:18])[C:7]1[CH:8]=[C:9]([OH:17])[CH:10]=[C:11]([C:13]([F:16])([F:15])[F:14])[CH:12]=1. Product: [N+:1]([C:8]1[C:7]([C:6]([F:5])([F:18])[F:19])=[CH:12][C:11]([C:13]([F:14])([F:15])[F:16])=[CH:10][C:9]=1[OH:17])([O-:4])=[O:2].[N+:1]([C:12]1[C:7]([C:6]([F:18])([F:19])[F:5])=[CH:8][C:9]([OH:17])=[CH:10][C:11]=1[C:13]([F:15])([F:14])[F:16])([O-:3])=[O:2]. The catalyst class is: 15. (4) Reactant: Cl[C:2]([O:4][CH2:5][CH:6]=[CH2:7])=[O:3].[Cl:8][C:9]1[C:18]2[N:17]([CH3:19])[O:16][C@H:15]3[NH:20][C@H:21]([C:23]([O:25][C@@H:26]4[C@:35]5([OH:36])[C@@H:30]([C@H:31]([CH:38]([CH3:40])[CH3:39])[CH2:32][CH2:33][CH:34]5[CH3:37])[CH:29]=[C:28]([CH3:41])[CH:27]4[OH:42])=[O:24])[CH2:22][C@@:14]3([OH:43])[C:13]=2[CH:12]=[CH:11][CH:10]=1. Product: [Cl:8][C:9]1[C:18]2[N:17]([CH3:19])[O:16][C@H:15]3[NH:20][C@H:21]([C:23]([O:25][C@@H:26]4[C@:35]5([OH:36])[C@@H:30]([C@H:31]([CH:38]([CH3:39])[CH3:40])[CH2:32][CH2:33][C@H:34]5[CH3:37])[CH:29]=[C:28]([CH3:41])[C@H:27]4[O:42][C:2]([O:4][CH2:5][CH:6]=[CH2:7])=[O:3])=[O:24])[CH2:22][C@@:14]3([OH:43])[C:13]=2[CH:12]=[CH:11][CH:10]=1. The catalyst class is: 119. (5) Reactant: C([O:8][C:9]1[CH:14]=[C:13]([F:15])[C:12]([N+:16]([O-])=O)=[CH:11][C:10]=1[F:19])C1C=CC=CC=1. Product: [NH2:16][C:12]1[C:13]([F:15])=[CH:14][C:9]([OH:8])=[C:10]([F:19])[CH:11]=1. The catalyst class is: 403. (6) Reactant: [F:1][C:2]([F:17])([F:16])[C:3]1[CH:4]=[C:5]([CH:9]=[C:10]([C:12]([F:15])([F:14])[F:13])[CH:11]=1)[C:6]([OH:8])=O.[CH2:18]1COCC1.C[Li].O. The catalyst class is: 27. Product: [F:16][C:2]([F:1])([F:17])[C:3]1[CH:4]=[C:5]([C:6](=[O:8])[CH3:18])[CH:9]=[C:10]([C:12]([F:15])([F:14])[F:13])[CH:11]=1.